This data is from Forward reaction prediction with 1.9M reactions from USPTO patents (1976-2016). The task is: Predict the product of the given reaction. (1) Given the reactants Cl[C:2]1[CH:7]=[C:6]([C:8]2[CH:13]=[CH:12][CH:11]=[CH:10][N:9]=2)[N:5]=[C:4]([C:14]2[CH:19]=[CH:18][CH:17]=[CH:16][N:15]=2)[CH:3]=1.[CH3:20][NH:21][CH2:22][CH2:23][OH:24], predict the reaction product. The product is: [OH:24][CH2:23][CH2:22][N:21]([CH3:20])[C:2]1[CH:7]=[C:6]([C:8]2[CH:13]=[C:12]([N:21]([CH2:22][CH2:23][OH:24])[CH3:20])[CH:11]=[CH:10][N:9]=2)[N:5]=[C:4]([C:14]2[CH:19]=[C:18]([N:21]([CH3:20])[CH2:22][CH2:23][OH:24])[CH:17]=[CH:16][N:15]=2)[CH:3]=1. (2) Given the reactants [C:1]([N:4](CC1C=CC(OC)=CC=1)[CH2:5][C:6]([C:9]1[CH:13]=[C:12]([NH:14][C:15](=[O:28])[C:16]([CH3:27])([S:18]([CH:21]2[CH2:26][CH2:25][O:24][CH2:23][CH2:22]2)(=[O:20])=[O:19])[CH3:17])[O:11][N:10]=1)([CH3:8])[CH3:7])(=[O:3])[CH3:2].C(#N)C, predict the reaction product. The product is: [C:1]([NH:4][CH2:5][C:6]([C:9]1[CH:13]=[C:12]([NH:14][C:15](=[O:28])[C:16]([CH3:17])([S:18]([CH:21]2[CH2:26][CH2:25][O:24][CH2:23][CH2:22]2)(=[O:20])=[O:19])[CH3:27])[O:11][N:10]=1)([CH3:8])[CH3:7])(=[O:3])[CH3:2]. (3) Given the reactants [OH-].[Na+].C([O:5][C:6]([C:8]1([OH:19])[C:17]2[C:12](=[CH:13][CH:14]=[C:15]([Cl:18])[CH:16]=2)[CH2:11][CH2:10][CH2:9]1)=[O:7])C, predict the reaction product. The product is: [Cl:18][C:15]1[CH:16]=[C:17]2[C:12]([CH2:11][CH2:10][CH2:9][C:8]2([OH:19])[C:6]([OH:7])=[O:5])=[CH:13][CH:14]=1.